Dataset: Forward reaction prediction with 1.9M reactions from USPTO patents (1976-2016). Task: Predict the product of the given reaction. (1) Given the reactants [N:1]1[CH:6]=[CH:5][CH:4]=[CH:3][C:2]=1[O:7][CH2:8][C:9]1[CH:27]=[CH:26][C:12]([CH2:13][C:14]2[CH:18]=[C:17]([C:19]3[C:20]([NH2:25])=[N:21][CH:22]=[CH:23][CH:24]=3)[O:16][N:15]=2)=[CH:11][CH:10]=1.[CH3:28][S:29]([OH:32])(=[O:31])=[O:30], predict the reaction product. The product is: [CH3:28][S:29]([OH:32])(=[O:31])=[O:30].[CH3:28][S:29]([OH:32])(=[O:31])=[O:30].[N:1]1[CH:6]=[CH:5][CH:4]=[CH:3][C:2]=1[O:7][CH2:8][C:9]1[CH:27]=[CH:26][C:12]([CH2:13][C:14]2[CH:18]=[C:17]([C:19]3[C:20]([NH2:25])=[N:21][CH:22]=[CH:23][CH:24]=3)[O:16][N:15]=2)=[CH:11][CH:10]=1. (2) Given the reactants [C:1](Cl)(=[O:3])[CH3:2].[OH:5][C:6]1[CH:15]=[C:14]2[C:9]([N:10]=[CH:11][C:12]([O:16][CH2:17][CH2:18][N:19]3[CH2:24][CH2:23][CH:22]([NH:25][C:26]([C:28]4[CH:29]=[CH:30][C:31]5[S:36][CH2:35][C:34](=[O:37])[NH:33][C:32]=5[CH:38]=4)=[O:27])[CH2:21][CH2:20]3)=[N:13]2)=[CH:8][CH:7]=1.C(N(CC)CC)C, predict the reaction product. The product is: [O:37]=[C:34]1[NH:33][C:32]2[CH:38]=[C:28]([C:26]([NH:25][CH:22]3[CH2:23][CH2:24][N:19]([CH2:18][CH2:17][O:16][C:12]4[CH:11]=[N:10][C:9]5[C:14]([N:13]=4)=[CH:15][C:6]([O:5][C:1](=[O:3])[CH3:2])=[CH:7][CH:8]=5)[CH2:20][CH2:21]3)=[O:27])[CH:29]=[CH:30][C:31]=2[S:36][CH2:35]1. (3) The product is: [CH2:53]([O:54][C:55](=[O:56])[C:30]([O:29][C:27]1[CH:48]=[CH:49][C:50]([CH2:16][CH:15]=[C:14]([C:11]2[CH:12]=[CH:13][C:8]([C:5]3[CH:6]=[CH:7][C:2]([F:1])=[CH:3][CH:4]=3)=[CH:9][CH:10]=2)[CH3:18])=[CH:51][CH:46]=1)([CH3:31])[CH3:32])[CH3:52]. Given the reactants [F:1][C:2]1[CH:7]=[CH:6][C:5]([C:8]2[CH:13]=[CH:12][C:11]([C:14]([CH3:18])=[CH:15][CH2:16]O)=[CH:10][CH:9]=2)=[CH:4][CH:3]=1.[CH3:31][CH:30]([O:29][C:27](/N=N/[C:27]([O:29][CH:30]([CH3:32])[CH3:31])=O)=O)[CH3:32].[CH:50]1[CH:51]=[CH:46]C(P([C:46]2[CH:51]=[CH:50][CH:49]=[CH:48]C=2)[C:50]2[CH:51]=[CH:46]C=[CH:48][CH:49]=2)=[CH:48][CH:49]=1.[CH3:52][CH2:53][O:54][C:55](C)=[O:56], predict the reaction product. (4) Given the reactants Cl[C:2]1[C:11]2[C:6](=[CH:7][CH:8]=[CH:9][CH:10]=2)[C:5]2=[N:12][N:13]=[C:14]([C:15]3[O:19][N:18]=[C:17]([CH3:20])[N:16]=3)[N:4]2[N:3]=1.[CH3:21][N:22]([CH3:32])[CH2:23][CH2:24][N:25]1[C:29]([CH2:30][OH:31])=[N:28][CH:27]=[N:26]1, predict the reaction product. The product is: [CH3:21][N:22]([CH3:32])[CH2:23][CH2:24][N:25]1[C:29]([CH2:30][O:31][C:2]2[C:11]3[C:6](=[CH:7][CH:8]=[CH:9][CH:10]=3)[C:5]3=[N:12][N:13]=[C:14]([C:15]4[O:19][N:18]=[C:17]([CH3:20])[N:16]=4)[N:4]3[N:3]=2)=[N:28][CH:27]=[N:26]1.